Predict the product of the given reaction. From a dataset of Forward reaction prediction with 1.9M reactions from USPTO patents (1976-2016). (1) Given the reactants O.[OH-].[Li+].C([O:6][C:7](=[O:18])[CH2:8][N:9]1[CH:13]=[CH:12][C:11]([C:14]([F:17])([F:16])[F:15])=[N:10]1)C, predict the reaction product. The product is: [F:17][C:14]([F:15])([F:16])[C:11]1[CH:12]=[CH:13][N:9]([CH2:8][C:7]([OH:18])=[O:6])[N:10]=1. (2) Given the reactants [H-].[Na+].[Si:3]([O:10][C:11]1[CH:12]=[C:13]([OH:17])[CH:14]=[CH:15][CH:16]=1)([C:6]([CH3:9])([CH3:8])[CH3:7])([CH3:5])[CH3:4].Br[CH2:19][C:20]([O:22][CH3:23])=[O:21], predict the reaction product. The product is: [Si:3]([O:10][C:11]1[CH:12]=[C:13]([CH:14]=[CH:15][CH:16]=1)[O:17][CH2:19][C:20]([O:22][CH3:23])=[O:21])([C:6]([CH3:9])([CH3:8])[CH3:7])([CH3:5])[CH3:4]. (3) Given the reactants COC1C=C(OC)C=CC=1C[NH:6][C:7]([C:9]1[N:10]=[N:11][N:12]([CH2:14][CH2:15][CH2:16][CH2:17][C:18]2[S:19][C:20]([NH:23][C:24](=[O:37])[CH2:25][C:26]3[CH:31]=[CH:30][CH:29]=[C:28]([O:32][C:33]([F:36])([F:35])[F:34])[CH:27]=3)=[N:21][N:22]=2)[CH:13]=1)=[O:8].C(O)(C(F)(F)F)=O, predict the reaction product. The product is: [F:36][C:33]([F:34])([F:35])[O:32][C:28]1[CH:27]=[C:26]([CH2:25][C:24]([NH:23][C:20]2[S:19][C:18]([CH2:17][CH2:16][CH2:15][CH2:14][N:12]3[CH:13]=[C:9]([C:7]([NH2:6])=[O:8])[N:10]=[N:11]3)=[N:22][N:21]=2)=[O:37])[CH:31]=[CH:30][CH:29]=1. (4) Given the reactants [CH:1]1[C:10]2[C:5](=[CH:6][CH:7]=[CH:8][CH:9]=2)[CH:4]=[CH:3][C:2]=1[CH2:11][O:12][CH:13]1[CH:18]([C:19]2[CH:24]=[CH:23][C:22]([O:25][CH2:26][CH2:27][CH2:28][C:29]3([C:34]4[CH:39]=[CH:38][CH:37]=[CH:36][CH:35]=4)[O:33][CH2:32][CH2:31][O:30]3)=[CH:21][CH:20]=2)[CH2:17][CH2:16][N:15](C(OC(C)(C)C)=O)[CH2:14]1.O, predict the reaction product. The product is: [CH:1]1[C:10]2[C:5](=[CH:6][CH:7]=[CH:8][CH:9]=2)[CH:4]=[CH:3][C:2]=1[CH2:11][O:12][CH:13]1[CH:18]([C:19]2[CH:24]=[CH:23][C:22]([O:25][CH2:26][CH2:27][CH2:28][C:29]3([C:34]4[CH:39]=[CH:38][CH:37]=[CH:36][CH:35]=4)[O:33][CH2:32][CH2:31][O:30]3)=[CH:21][CH:20]=2)[CH2:17][CH2:16][NH:15][CH2:14]1. (5) Given the reactants C(O[CH:5]([C:28]1[N:41]=[C:31]2[N:32]=[C:33]([CH3:40])[C:34]3[CH2:35][CH2:36][CH2:37][CH2:38][C:39]=3[N:30]2[N:29]=1)[C:6]1(Br)[C:12](=[O:13])[N:11]2[C@@H:7]1[S:8][CH:9]=[C:10]2[C:14]([O:16]CC1C=CC([N+]([O-])=O)=CC=1)=[O:15])(=O)C.C(#N)C.P([O-])([O-])([O-])=O, predict the reaction product. The product is: [CH3:40][C:33]1[C:34]2[CH2:35][CH2:36][CH2:37][CH2:38][C:39]=2[N:30]2[N:29]=[C:28](/[CH:5]=[C:6]3\[C@@H:7]4[N:11]([C:12]\3=[O:13])[C:10]([C:14]([OH:16])=[O:15])=[CH:9][S:8]4)[N:41]=[C:31]2[N:32]=1.